From a dataset of Forward reaction prediction with 1.9M reactions from USPTO patents (1976-2016). Predict the product of the given reaction. (1) The product is: [F:29][C:6]1[CH:7]=[CH:2][CH:3]=[CH:4][C:5]=1[NH:8][C:9]([NH:11][C:12]1[CH:17]=[CH:16][CH:15]=[C:14]([C:18]2[CH:23]=[CH:22][CH:21]=[C:20]([N:24]3[CH2:28][CH2:27][CH2:26][CH2:25]3)[N:19]=2)[CH:13]=1)=[O:10]. Given the reactants Cl[C:2]1[CH:7]=[CH:6][C:5]([NH:8][C:9]([NH:11][C:12]2[CH:17]=[CH:16][CH:15]=[C:14]([C:18]3[CH:23]=[CH:22][CH:21]=[C:20]([N:24]4[CH2:28][CH2:27][CH2:26][CH2:25]4)[N:19]=3)[CH:13]=2)=[O:10])=[CH:4][CH:3]=1.[F:29]C1C=CC=CC=1N.CCN(C(C)C)C(C)C, predict the reaction product. (2) Given the reactants [C:1]([C:4]1[N:5]=[CH:6][C:7]([NH:28][C@@H:29]2[CH2:33][CH2:32][N:31]([C:34]([O:36][C:37]([CH3:40])([CH3:39])[CH3:38])=[O:35])[CH2:30]2)=[N:8][C:9]=1[NH:10][C:11]1[CH:16]=[CH:15][C:14]([N:17]2[CH2:26][CH2:25][C:20]3([O:24][CH2:23][CH2:22][O:21]3)[CH2:19][CH2:18]2)=[C:13]([CH3:27])[CH:12]=1)(=[O:3])[NH2:2].[Cl:41]N1C(=O)CCC1=O, predict the reaction product. The product is: [C:1]([C:4]1[N:5]=[C:6]([Cl:41])[C:7]([NH:28][C@@H:29]2[CH2:33][CH2:32][N:31]([C:34]([O:36][C:37]([CH3:40])([CH3:39])[CH3:38])=[O:35])[CH2:30]2)=[N:8][C:9]=1[NH:10][C:11]1[CH:16]=[CH:15][C:14]([N:17]2[CH2:26][CH2:25][C:20]3([O:21][CH2:22][CH2:23][O:24]3)[CH2:19][CH2:18]2)=[C:13]([CH3:27])[CH:12]=1)(=[O:3])[NH2:2]. (3) Given the reactants [NH2:1][C:2]1[N:7]=[CH:6][C:5]([C:8]2[CH:9]=[C:10]([NH2:19])[C:11]([NH:14][C:15]([CH3:18])([CH3:17])[CH3:16])=[CH:12][CH:13]=2)=[CH:4][N:3]=1.[I:20][C:21]1[CH:28]=[CH:27][CH:26]=[CH:25][C:22]=1[CH:23]=O.OOS([O-])=O.[K+].S([O-])([O-])(=O)=S.[Na+].[Na+], predict the reaction product. The product is: [C:15]([N:14]1[C:11]2[CH:12]=[CH:13][C:8]([C:5]3[CH:4]=[N:3][C:2]([NH2:1])=[N:7][CH:6]=3)=[CH:9][C:10]=2[N:19]=[C:23]1[C:22]1[CH:25]=[CH:26][CH:27]=[CH:28][C:21]=1[I:20])([CH3:16])([CH3:18])[CH3:17]. (4) Given the reactants C(N(C(C)C)CC)(C)C.Br[CH2:11][C:12]([C:14]1[C:15]([CH3:23])=[C:16]([C:19]([F:22])=[CH:20][CH:21]=1)[C:17]#[N:18])=[O:13].[C:24]([N:31]1[CH2:36][CH2:35][NH:34][C@H:33]([CH2:37][OH:38])[CH2:32]1)([O:26][C:27]([CH3:30])([CH3:29])[CH3:28])=[O:25], predict the reaction product. The product is: [C:27]([O:26][C:24]([N:31]1[CH2:36][CH2:35][N:34]2[C@H:33]([CH2:37][O:38][C@@:12]([C:14]3[CH:21]=[CH:20][C:19]([F:22])=[C:16]([C:17]#[N:18])[C:15]=3[CH3:23])([OH:13])[CH2:11]2)[CH2:32]1)=[O:25])([CH3:30])([CH3:29])[CH3:28]. (5) The product is: [CH:26]1([CH2:25][CH2:24][CH2:23][C@@H:14]([C:12]2[O:11][N:10]=[C:2]([CH2:3][C:4]3[CH:5]=[N:6][CH:7]=[CH:8][CH:9]=3)[N:1]=2)[CH2:15][C:16]([O:18][C:19]([CH3:22])([CH3:21])[CH3:20])=[O:17])[CH2:31][CH2:30][CH2:29][CH2:28][CH2:27]1. Given the reactants [NH2:1]/[C:2](=[N:10]\[O:11][C:12]([C@H:14]([CH2:23][CH2:24][CH2:25][CH:26]1[CH2:31][CH2:30][CH2:29][CH2:28][CH2:27]1)[CH2:15][C:16]([O:18][C:19]([CH3:22])([CH3:21])[CH3:20])=[O:17])=O)/[CH2:3][C:4]1[CH:5]=[N:6][CH:7]=[CH:8][CH:9]=1, predict the reaction product. (6) Given the reactants Cl[N:2]([C:13]1[CH:18]=[CH:17][CH:16]=[CH:15][CH:14]=1)[C:3]1[CH:4]=[N:5][C:6]2[C:11]([CH:12]=1)=[CH:10][CH:9]=[CH:8][CH:7]=2.C(O)(C(F)(F)F)=O.N, predict the reaction product. The product is: [CH:17]1[CH:16]=[CH:15][CH:14]=[C:13]2[C:18]=1[C:4]1[C:12](=[C:11]3[C:6]([N:5]=1)=[CH:7][CH:8]=[CH:9][CH2:10]3)[CH:3]=[N:2]2.